Dataset: Forward reaction prediction with 1.9M reactions from USPTO patents (1976-2016). Task: Predict the product of the given reaction. Given the reactants [NH:1]([C:5]1[CH:12]=[CH:11][C:8]([CH:9]=O)=[CH:7][CH:6]=1)[C:2]([CH3:4])=[O:3].C(#N)[CH:14]([CH2:16][C:17]#[N:18])O.[NH:20]1CCCCC1, predict the reaction product. The product is: [C:17]([C:16]([C:14]#[N:20])=[CH:9][C:8]1[CH:11]=[CH:12][C:5]([NH:1][C:2](=[O:3])[CH3:4])=[CH:6][CH:7]=1)#[N:18].